This data is from Full USPTO retrosynthesis dataset with 1.9M reactions from patents (1976-2016). The task is: Predict the reactants needed to synthesize the given product. (1) The reactants are: Br[C:2]1[CH:3]=[C:4]2[C:8](=[CH:9][CH:10]=1)[C:7](=[O:11])[N:6]([CH3:12])[CH2:5]2.[S:13]1[CH:17]=[CH:16][CH:15]=[C:14]1B(O)O.C([O-])([O-])=O.[Na+].[Na+]. Given the product [CH3:12][N:6]1[CH2:5][C:4]2[C:8](=[CH:9][CH:10]=[C:2]([C:14]3[S:13][CH:17]=[CH:16][CH:15]=3)[CH:3]=2)[C:7]1=[O:11], predict the reactants needed to synthesize it. (2) Given the product [C:1]([C:4]1[CH:12]=[CH:11][C:10]2[NH:9][C:8](=[O:13])[C:7]3[NH:14][CH:15]=[CH:16][C:17]=3[C:6]=2[CH:5]=1)(=[O:3])[CH3:2].[CH2:16]([C:15]([O-:23])=[O:30])[CH3:17], predict the reactants needed to synthesize it. The reactants are: [C:1]([C:4]1[CH:5]=[C:6]2[C:10](=[CH:11][CH:12]=1)[NH:9][C:8](=[O:13])[CH2:7]2)(=[O:3])[CH3:2].[NH:14]1C2[C:17](=CC=CC=2)[CH2:16][C:15]1=[O:23].[Cl-].[Cl-].[Cl-].[Al+3].C(Cl)(=[O:30])C. (3) Given the product [C:35]([C@:30]([C:31]([OH:33])=[O:32])([OH:34])[C@:29]([C:21](=[O:28])[C:22]1[CH:27]=[CH:26][CH:25]=[CH:24][CH:23]=1)([OH:43])[C:44]([OH:46])=[O:45])(=[O:42])[C:36]1[CH:41]=[CH:40][CH:39]=[CH:38][CH:37]=1.[Cl:1][C:2]1[CH:3]=[C:4]([CH:13]([NH:16][C:17]([CH3:20])([CH3:19])[CH3:18])[CH2:14][OH:15])[CH:5]=[C:6]([C:9]([F:12])([F:11])[F:10])[C:7]=1[NH2:8], predict the reactants needed to synthesize it. The reactants are: [Cl:1][C:2]1[CH:3]=[C:4]([CH:13]([NH:16][C:17]([CH3:20])([CH3:19])[CH3:18])[CH2:14][OH:15])[CH:5]=[C:6]([C:9]([F:12])([F:11])[F:10])[C:7]=1[NH2:8].[C:21]([C@:29]([C:44]([OH:46])=[O:45])([OH:43])[C@:30]([C:35](=[O:42])[C:36]1[CH:41]=[CH:40][CH:39]=[CH:38][CH:37]=1)([OH:34])[C:31]([OH:33])=[O:32])(=[O:28])[C:22]1[CH:27]=[CH:26][CH:25]=[CH:24][CH:23]=1.